Dataset: Catalyst prediction with 721,799 reactions and 888 catalyst types from USPTO. Task: Predict which catalyst facilitates the given reaction. (1) Reactant: [Br:1][C:2]1[CH:7]=[CH:6][C:5]([NH:8][C:9]2[C:10]([C:20](=[O:26])[CH2:21][O:22]COC)=[CH:11][C:12]3[N:16]([CH3:17])[CH:15]=[N:14][C:13]=3[C:18]=2[F:19])=[C:4]([Cl:27])[CH:3]=1.Cl.CO.C([O-])(O)=O.[Na+]. Product: [Br:1][C:2]1[CH:7]=[CH:6][C:5]([NH:8][C:9]2[C:10]([C:20](=[O:26])[CH2:21][OH:22])=[CH:11][C:12]3[N:16]([CH3:17])[CH:15]=[N:14][C:13]=3[C:18]=2[F:19])=[C:4]([Cl:27])[CH:3]=1. The catalyst class is: 161. (2) Reactant: C([NH:5][C:6]([NH:8][CH:9]([C:12]1[CH:17]=[CH:16][C:15]([O:18][CH3:19])=[CH:14][CH:13]=1)[CH2:10]O)=[S:7])(C)(C)C.Cl.O.C(O)C. Product: [CH3:19][O:18][C:15]1[CH:16]=[CH:17][C:12]([CH:9]2[CH2:10][S:7][C:6]([NH2:5])=[N:8]2)=[CH:13][CH:14]=1. The catalyst class is: 27. (3) Reactant: [CH2:1]([C:3]1[C:4]([O:23][CH3:24])=[C:5]([C:9]([NH:12][S:13]([C:16]2[CH:21]=[CH:20][CH:19]=[CH:18][C:17]=2F)(=[O:15])=[O:14])=[CH:10][CH:11]=1)[C:6]([OH:8])=[O:7])[CH3:2].C(N(CC)CC)C.[CH3:32][CH:33]1[N:38]([CH2:39][CH2:40][CH2:41][NH2:42])[CH2:37][CH2:36][CH2:35][CH2:34]1. Product: [CH2:1]([C:3]1[C:4]([O:23][CH3:24])=[C:5]([C:9]([NH:12][S:13]([C:16]2[CH:21]=[CH:20][CH:19]=[CH:18][C:17]=2[NH:42][CH2:41][CH2:40][CH2:39][N:38]2[CH2:37][CH2:36][CH2:35][CH2:34][C@H:33]2[CH3:32])(=[O:15])=[O:14])=[CH:10][CH:11]=1)[C:6]([OH:8])=[O:7])[CH3:2]. The catalyst class is: 10. (4) Reactant: [C:1]([O:5][C:6](=[O:16])[NH:7][C@H:8]([C:10](=[O:15])N(OC)C)[CH3:9])([CH3:4])([CH3:3])[CH3:2].[C:17](=O)=O.CC(C)=O.C[Li].C(OCC)C.[Cl-].[NH4+]. Product: [C:1]([O:5][C:6](=[O:16])[NH:7][C@@H:8]([CH3:9])[C:10](=[O:15])[CH3:17])([CH3:2])([CH3:3])[CH3:4]. The catalyst class is: 7. (5) The catalyst class is: 4. Product: [F:21][C:22]1([F:31])[CH2:27][CH2:26][CH:25]([C:28]([N:4]2[CH2:5][CH2:6][CH2:7][N:1]([C:8]3[O:9][C:10]4[CH:16]=[CH:15][C:14]([C:17]([F:20])([F:18])[F:19])=[CH:13][C:11]=4[N:12]=3)[CH2:2][CH2:3]2)=[O:29])[CH2:24][CH2:23]1. Reactant: [N:1]1([C:8]2[O:9][C:10]3[CH:16]=[CH:15][C:14]([C:17]([F:20])([F:19])[F:18])=[CH:13][C:11]=3[N:12]=2)[CH2:7][CH2:6][CH2:5][NH:4][CH2:3][CH2:2]1.[F:21][C:22]1([F:31])[CH2:27][CH2:26][CH:25]([C:28](O)=[O:29])[CH2:24][CH2:23]1.C1(N=C=NC2CCCCC2)CCCCC1. (6) Reactant: [Cl:1][C:2]1[CH:22]=[C:21]([CH2:23]OS(C)(=O)=O)[CH:20]=[CH:19][C:3]=1[CH2:4][N:5]1[C:9]2=[N:10][C:11]([C:14]([O:16][CH3:17])=[O:15])=[CH:12][CH:13]=[C:8]2[N:7]=[C:6]1[CH3:18].[NH:29]1[CH:33]=[CH:32][N:31]=[CH:30]1.O. Product: [Cl:1][C:2]1[CH:22]=[C:21]([CH2:23][N:29]2[CH:33]=[CH:32][N:31]=[CH:30]2)[CH:20]=[CH:19][C:3]=1[CH2:4][N:5]1[C:9]2=[N:10][C:11]([C:14]([O:16][CH3:17])=[O:15])=[CH:12][CH:13]=[C:8]2[N:7]=[C:6]1[CH3:18]. The catalyst class is: 4. (7) Reactant: C(N(CC)CC)C.Br[C:9]1[N:10]=[C:11]([CH3:15])[N:12]([CH3:14])[CH:13]=1.C1(P(C2C=CC=CC=2)C2C=CC=CC=2)C=CC=CC=1.[CH2:35]([C:39]1[O:40][C:41]2[CH:47]=[CH:46][CH:45]=[CH:44][C:42]=2[N:43]=1)[CH2:36][C:37]#[CH:38]. Product: [CH3:14][N:12]1[CH:13]=[C:9]([C:38]#[C:37][CH2:36][CH2:35][C:39]2[O:40][C:41]3[CH:47]=[CH:46][CH:45]=[CH:44][C:42]=3[N:43]=2)[N:10]=[C:11]1[CH3:15]. The catalyst class is: 654.